From a dataset of NCI-60 drug combinations with 297,098 pairs across 59 cell lines. Regression. Given two drug SMILES strings and cell line genomic features, predict the synergy score measuring deviation from expected non-interaction effect. (1) Drug 1: C1=CC=C(C=C1)NC(=O)CCCCCCC(=O)NO. Drug 2: CS(=O)(=O)CCNCC1=CC=C(O1)C2=CC3=C(C=C2)N=CN=C3NC4=CC(=C(C=C4)OCC5=CC(=CC=C5)F)Cl. Cell line: SW-620. Synergy scores: CSS=39.9, Synergy_ZIP=5.74, Synergy_Bliss=5.74, Synergy_Loewe=-20.7, Synergy_HSA=3.74. (2) Drug 1: CC1CCC2CC(C(=CC=CC=CC(CC(C(=O)C(C(C(=CC(C(=O)CC(OC(=O)C3CCCCN3C(=O)C(=O)C1(O2)O)C(C)CC4CCC(C(C4)OC)OCCO)C)C)O)OC)C)C)C)OC. Drug 2: C1CC(=O)NC(=O)C1N2C(=O)C3=CC=CC=C3C2=O. Cell line: U251. Synergy scores: CSS=6.42, Synergy_ZIP=0.907, Synergy_Bliss=6.24, Synergy_Loewe=0.877, Synergy_HSA=3.73. (3) Drug 1: CC1C(C(CC(O1)OC2CC(CC3=C2C(=C4C(=C3O)C(=O)C5=C(C4=O)C(=CC=C5)OC)O)(C(=O)C)O)N)O.Cl. Drug 2: CC1C(C(CC(O1)OC2CC(OC(C2O)C)OC3=CC4=CC5=C(C(=O)C(C(C5)C(C(=O)C(C(C)O)O)OC)OC6CC(C(C(O6)C)O)OC7CC(C(C(O7)C)O)OC8CC(C(C(O8)C)O)(C)O)C(=C4C(=C3C)O)O)O)O. Cell line: SK-MEL-28. Synergy scores: CSS=20.8, Synergy_ZIP=1.55, Synergy_Bliss=7.85, Synergy_Loewe=-1.85, Synergy_HSA=5.91.